Task: Predict which catalyst facilitates the given reaction.. Dataset: Catalyst prediction with 721,799 reactions and 888 catalyst types from USPTO (1) Reactant: [O:1]1[CH2:6][CH2:5][N:4]([C:7]2[CH:15]=[CH:14][C:10]([C:11]([OH:13])=O)=[CH:9][C:8]=2[C:16]([F:19])([F:18])[F:17])[CH2:3][CH2:2]1.CN(C(ON1N=NC2C=CC=NC1=2)=[N+](C)C)C.F[P-](F)(F)(F)(F)F.C(N(CC)C(C)C)(C)C.[CH3:53][C:54]1[CH:60]=[CH:59][C:57]([NH2:58])=[CH:56][C:55]=1[N+:61]([O-:63])=[O:62]. Product: [CH3:53][C:54]1[CH:60]=[CH:59][C:57]([NH:58][C:11](=[O:13])[C:10]2[CH:14]=[CH:15][C:7]([N:4]3[CH2:3][CH2:2][O:1][CH2:6][CH2:5]3)=[C:8]([C:16]([F:19])([F:18])[F:17])[CH:9]=2)=[CH:56][C:55]=1[N+:61]([O-:63])=[O:62]. The catalyst class is: 42. (2) Reactant: [Br:1][C:2]1[CH:11]=[C:10]2[C:5]([N:6]=[CH:7][C:8](Cl)=[N:9]2)=[CH:4][CH:3]=1.[N:13]1[CH:18]=[CH:17][C:16](B(O)O)=[CH:15][CH:14]=1.C(=O)([O-])[O-].[K+].[K+]. Product: [Br:1][C:2]1[CH:11]=[C:10]2[C:5]([N:6]=[CH:7][C:8]([C:16]3[CH:17]=[CH:18][N:13]=[CH:14][CH:15]=3)=[N:9]2)=[CH:4][CH:3]=1. The catalyst class is: 12. (3) Reactant: [CH3:1][C:2]1[CH:3]=[N:4][C:5]2[N:6]([N:8]=[CH:9][C:10]=2[C:11]([OH:13])=O)[CH:7]=1.[N:14]1([C:19]2[CH:24]=[CH:23][C:22]([CH:25]([NH2:29])[CH2:26][O:27][CH3:28])=[CH:21][CH:20]=2)[CH:18]=[CH:17][CH:16]=[N:15]1.O.ON1C2C=CC=CC=2N=N1.Cl.CN(C)CCCN=C=NCC. Product: [CH3:28][O:27][CH2:26][CH:25]([NH:29][C:11]([C:10]1[CH:9]=[N:8][N:6]2[CH:7]=[C:2]([CH3:1])[CH:3]=[N:4][C:5]=12)=[O:13])[C:22]1[CH:21]=[CH:20][C:19]([N:14]2[CH:18]=[CH:17][CH:16]=[N:15]2)=[CH:24][CH:23]=1. The catalyst class is: 35. (4) Reactant: C([N:8](CC1C=CC=CC=1)[C@@H:9]1[CH2:14][CH2:13][N:12]([CH2:15][CH2:16][OH:17])[CH2:11][C@@H:10]1[O:18][CH3:19])C1C=CC=CC=1.[C:35](O[C:35]([O:37][C:38]([CH3:41])([CH3:40])[CH3:39])=[O:36])([O:37][C:38]([CH3:41])([CH3:40])[CH3:39])=[O:36]. Product: [OH:17][CH2:16][CH2:15][N:12]1[CH2:13][CH2:14][C@@H:9]([NH:8][C:35](=[O:36])[O:37][C:38]([CH3:39])([CH3:40])[CH3:41])[C@@H:10]([O:18][CH3:19])[CH2:11]1. The catalyst class is: 105. (5) Reactant: [F:1][C:2]([F:21])([F:20])[C@@H:3]([OH:19])[CH2:4][N:5]1[CH2:10][CH2:9][CH2:8][CH:7]([C:11]2[CH:16]=[CH:15][C:14]([O:17][CH3:18])=[CH:13][CH:12]=2)[CH2:6]1.[Cl:22][C:23]1[CH:28]=[CH:27][C:26]([N:29]=[C:30]=[O:31])=[CH:25][CH:24]=1. Product: [F:21][C:2]([F:1])([F:20])[C@@H:3]([O:19][C:30](=[O:31])[NH:29][C:26]1[CH:27]=[CH:28][C:23]([Cl:22])=[CH:24][CH:25]=1)[CH2:4][N:5]1[CH2:10][CH2:9][CH2:8][CH:7]([C:11]2[CH:12]=[CH:13][C:14]([O:17][CH3:18])=[CH:15][CH:16]=2)[CH2:6]1. The catalyst class is: 10.